Dataset: Catalyst prediction with 721,799 reactions and 888 catalyst types from USPTO. Task: Predict which catalyst facilitates the given reaction. Reactant: [Cl:1][C:2]1[CH:3]=[C:4]2[C:9](=[CH:10][CH:11]=1)[N:8]=[C:7]([CH2:12][CH:13]([CH3:15])[CH3:14])[C:6]([CH2:16]O)=[C:5]2[C:18]1[CH:23]=[CH:22][CH:21]=[CH:20][CH:19]=1.S(Cl)(Cl)=O.[C:28]1(=[O:38])[NH:32][C:31](=[O:33])[C:30]2=[CH:34][CH:35]=[CH:36][CH:37]=[C:29]12.[K]. Product: [Cl:1][C:2]1[CH:3]=[C:4]2[C:9](=[CH:10][CH:11]=1)[N:8]=[C:7]([CH2:12][CH:13]([CH3:15])[CH3:14])[C:6]([CH2:16][N:32]1[C:28](=[O:38])[C:29]3[C:30](=[CH:34][CH:35]=[CH:36][CH:37]=3)[C:31]1=[O:33])=[C:5]2[C:18]1[CH:19]=[CH:20][CH:21]=[CH:22][CH:23]=1. The catalyst class is: 11.